From a dataset of Forward reaction prediction with 1.9M reactions from USPTO patents (1976-2016). Predict the product of the given reaction. (1) Given the reactants [CH2:1]([O:3][CH:4]([CH2:14][C:15]1[CH:20]=[CH:19][C:18]([OH:21])=[CH:17][CH:16]=1)[C:5]([O:7][CH2:8][CH2:9][CH2:10][CH2:11][CH2:12][CH3:13])=[O:6])[CH3:2].C(#N)C, predict the reaction product. The product is: [CH2:1]([O:3][C@@H:4]([CH2:14][C:15]1[CH:16]=[CH:17][C:18]([OH:21])=[CH:19][CH:20]=1)[C:5]([OH:7])=[O:6])[CH3:2].[CH2:1]([O:3][C@H:4]([CH2:14][C:15]1[CH:16]=[CH:17][C:18]([OH:21])=[CH:19][CH:20]=1)[C:5]([O:7][CH2:8][CH2:9][CH2:10][CH2:11][CH2:12][CH3:13])=[O:6])[CH3:2]. (2) The product is: [C:7]([NH:10][C@H:11]([CH2:17][C:18]1[CH:22]=[CH:21][S:20][CH:19]=1)[C:12]([O:14][CH2:15][CH3:16])=[O:13])(=[O:9])[CH3:8]. Given the reactants C(=O)([O-])O.[NH4+].O.[C:7]([NH:10][CH:11]([CH2:17][C:18]1[CH:22]=[CH:21][S:20][CH:19]=1)[C:12]([O:14][CH2:15][CH3:16])=[O:13])(=[O:9])[CH3:8], predict the reaction product. (3) Given the reactants [CH2:1]([NH:3][C:4](=[O:11])[NH:5][O:6][CH2:7][C:8]([OH:10])=O)[CH3:2].[NH2:12][C@@H:13]([CH2:37][C:38]([NH:40][C:41]([C:54]1[CH:59]=[CH:58][CH:57]=[CH:56][CH:55]=1)([C:48]1[CH:53]=[CH:52][CH:51]=[CH:50][CH:49]=1)[C:42]1[CH:47]=[CH:46][CH:45]=[CH:44][CH:43]=1)=[O:39])[C:14]([N:16]([C@@H:28]([CH3:36])[CH:29]([O:33][CH2:34][CH3:35])[O:30][CH2:31][CH3:32])[CH2:17][C:18]1[CH:19]=[CH:20][CH:21]=[C:22]2[C:27]=1[N:26]=[CH:25][CH:24]=[CH:23]2)=[O:15], predict the reaction product. The product is: [CH2:34]([O:33][CH:29]([O:30][CH2:31][CH3:32])[C@@H:28]([N:16]([CH2:17][C:18]1[CH:19]=[CH:20][CH:21]=[C:22]2[C:27]=1[N:26]=[CH:25][CH:24]=[CH:23]2)[C:14](=[O:15])[C@@H:13]([NH:12][C:8](=[O:10])[CH2:7][O:6][NH:5][C:4]([NH:3][CH2:1][CH3:2])=[O:11])[CH2:37][C:38](=[O:39])[NH:40][C:41]([C:54]1[CH:55]=[CH:56][CH:57]=[CH:58][CH:59]=1)([C:42]1[CH:47]=[CH:46][CH:45]=[CH:44][CH:43]=1)[C:48]1[CH:49]=[CH:50][CH:51]=[CH:52][CH:53]=1)[CH3:36])[CH3:35].